This data is from Forward reaction prediction with 1.9M reactions from USPTO patents (1976-2016). The task is: Predict the product of the given reaction. (1) Given the reactants Br[C:2]1[C:7]2[CH:8]=[C:9]([C:12]([F:15])([F:14])[F:13])[CH:10]=[CH:11][C:6]=2[O:5][C:4]([CH2:18][F:19])([CH2:16][F:17])[CH:3]=1.C([Li])CCC.[Cu]C#N.[C:28]([CH2:30][CH2:31][N:32]=[C:33]=[S:34])#[N:29].[Cl-].[NH4+], predict the reaction product. The product is: [C:28]([CH2:30][CH2:31][NH:32][C:33]([C:2]1[C:7]2[CH:8]=[C:9]([C:12]([F:15])([F:14])[F:13])[CH:10]=[CH:11][C:6]=2[O:5][C:4]([CH2:18][F:19])([CH2:16][F:17])[CH:3]=1)=[S:34])#[N:29]. (2) Given the reactants Cl.Cl.[Cl:3][C:4]1[CH:5]=[C:6]([C:16]([CH:18]2[CH2:20][CH2:19]2)=[O:17])[CH:7]=[N:8][C:9]=1[N:10]1[CH2:15][CH2:14][NH:13][CH2:12][CH2:11]1.[Cl:21][C:22]1[S:26][C:25]([S:27]([NH:30][C:31](=O)[O:32]CC(Cl)(Cl)Cl)(=[O:29])=[O:28])=[CH:24][CH:23]=1.CCN(C(C)C)C(C)C, predict the reaction product. The product is: [Cl:3][C:4]1[C:9]([N:10]2[CH2:15][CH2:14][N:13]([C:31]([NH:30][S:27]([C:25]3[S:26][C:22]([Cl:21])=[CH:23][CH:24]=3)(=[O:29])=[O:28])=[O:32])[CH2:12][CH2:11]2)=[N:8][CH:7]=[C:6]([C:16]([CH:18]2[CH2:19][CH2:20]2)=[O:17])[CH:5]=1. (3) The product is: [Cl:4][C:5]1[C:6]([C:1]#[N:2])=[N:7][CH:8]=[C:9]([C:11]([F:14])([F:13])[F:12])[CH:10]=1. Given the reactants [C-:1]#[N:2].[Na+].[Cl:4][C:5]1[C:6](F)=[N:7][CH:8]=[C:9]([C:11]([F:14])([F:13])[F:12])[CH:10]=1, predict the reaction product. (4) Given the reactants [Cl:1][C:2]1[N:7]=[C:6]([CH2:8][OH:9])[CH:5]=[C:4]([N:10]2[CH2:14][CH2:13][CH2:12][CH2:11]2)[N:3]=1.[O:15]1[CH:20]=[CH:19][CH2:18][CH2:17][CH2:16]1.O.C1(C)C=CC(S(O)(=O)=O)=CC=1.C(=O)(O)[O-].[Na+], predict the reaction product. The product is: [Cl:1][C:2]1[N:3]=[C:4]([N:10]2[CH2:14][CH2:13][CH2:12][CH2:11]2)[CH:5]=[C:6]([CH2:8][O:9][CH:16]2[CH2:17][CH2:18][CH2:19][CH2:20][O:15]2)[N:7]=1. (5) Given the reactants [CH2:1]([S:8][C:9]1[N:13]=[CH:12][NH:11][N:10]=1)[C:2]1[CH:7]=[CH:6][CH:5]=[CH:4][CH:3]=1.[CH3:14][N:15]([CH3:19])[C:16](Cl)=[O:17].C(=O)([O-])[O-].[K+].[K+].O, predict the reaction product. The product is: [CH2:1]([S:8][C:9]1[N:13]=[CH:12][N:11]([C:16](=[O:17])[N:15]([CH3:19])[CH3:14])[N:10]=1)[C:2]1[CH:3]=[CH:4][CH:5]=[CH:6][CH:7]=1. (6) Given the reactants [CH3:1][C:2]1([CH3:37])[CH2:11][CH:10]=[C:9]([C:12]2[CH:17]=[CH:16][C:15]([CH3:18])=[CH:14][CH:13]=2)[C:8]2[CH:7]=[C:6]([C:19]([O:21][C:22]3[CH:36]=[CH:35][C:25]([C:26]([O:28]CC[Si](C)(C)C)=[O:27])=[CH:24][CH:23]=3)=[O:20])[CH:5]=[CH:4][C:3]1=2.[F-].C([N+](CCCC)(CCCC)CCCC)CCC.C(OCC)(=O)C, predict the reaction product. The product is: [CH3:1][C:2]1([CH3:37])[CH2:11][CH:10]=[C:9]([C:12]2[CH:17]=[CH:16][C:15]([CH3:18])=[CH:14][CH:13]=2)[C:8]2[CH:7]=[C:6]([C:19]([O:21][C:22]3[CH:23]=[CH:24][C:25]([C:26]([OH:28])=[O:27])=[CH:35][CH:36]=3)=[O:20])[CH:5]=[CH:4][C:3]1=2. (7) Given the reactants [NH:1]1[CH:5]=[C:4]([C:6]([O:8][CH2:9][CH3:10])=[O:7])[N:3]=[CH:2]1.[H-].[Na+].Br[CH2:14][C:15]1[CH:32]=[CH:31][C:18]2[CH2:19][CH2:20][N:21]([C:24]([O:26][C:27]([CH3:30])([CH3:29])[CH3:28])=[O:25])[CH2:22][CH2:23][C:17]=2[CH:16]=1, predict the reaction product. The product is: [CH2:9]([O:8][C:6]([C:4]1[N:3]([CH2:14][C:15]2[CH:32]=[CH:31][C:18]3[CH2:19][CH2:20][N:21]([C:24]([O:26][C:27]([CH3:28])([CH3:30])[CH3:29])=[O:25])[CH2:22][CH2:23][C:17]=3[CH:16]=2)[CH:2]=[N:1][CH:5]=1)=[O:7])[CH3:10]. (8) Given the reactants [CH3:1][O:2][C:3]([C:5]1[CH:6]=[C:7]([C:11]2[CH2:12][N:13]([C:16]([O:18][C:19]([CH3:22])([CH3:21])[CH3:20])=[O:17])[CH2:14][CH:15]=2)[CH:8]=[CH:9][CH:10]=1)=[O:4], predict the reaction product. The product is: [CH3:1][O:2][C:3]([C:5]1[CH:6]=[C:7]([CH:11]2[CH2:15][CH2:14][N:13]([C:16]([O:18][C:19]([CH3:22])([CH3:21])[CH3:20])=[O:17])[CH2:12]2)[CH:8]=[CH:9][CH:10]=1)=[O:4]. (9) Given the reactants [CH3:1][O:2][C:3]1[CH:8]=[C:7]([C:9]2[CH:10]=[CH:11][C:12]3[N:13]([CH:15]=[C:16]([CH3:18])[N:17]=3)[N:14]=2)[CH:6]=[CH:5][C:4]=1[OH:19].[C:20]([NH:27][CH2:28][CH2:29]Br)([O:22][C:23]([CH3:26])([CH3:25])[CH3:24])=[O:21].C([O-])([O-])=O.[K+].[K+], predict the reaction product. The product is: [C:23]([O:22][C:20](=[O:21])[NH:27][CH2:28][CH2:29][O:19][C:4]1[CH:5]=[CH:6][C:7]([C:9]2[CH:10]=[CH:11][C:12]3[N:13]([CH:15]=[C:16]([CH3:18])[N:17]=3)[N:14]=2)=[CH:8][C:3]=1[O:2][CH3:1])([CH3:26])([CH3:25])[CH3:24].